The task is: Regression. Given two drug SMILES strings and cell line genomic features, predict the synergy score measuring deviation from expected non-interaction effect.. This data is from NCI-60 drug combinations with 297,098 pairs across 59 cell lines. (1) Drug 1: CC1C(C(CC(O1)OC2CC(CC3=C2C(=C4C(=C3O)C(=O)C5=C(C4=O)C(=CC=C5)OC)O)(C(=O)CO)O)N)O.Cl. Drug 2: CC(C)(C#N)C1=CC(=CC(=C1)CN2C=NC=N2)C(C)(C)C#N. Cell line: NCI-H522. Synergy scores: CSS=51.2, Synergy_ZIP=-3.09, Synergy_Bliss=-5.16, Synergy_Loewe=-7.75, Synergy_HSA=-2.23. (2) Drug 1: CC1=C(C=C(C=C1)NC2=NC=CC(=N2)N(C)C3=CC4=NN(C(=C4C=C3)C)C)S(=O)(=O)N.Cl. Drug 2: C1=CC(=C2C(=C1NCCNCCO)C(=O)C3=C(C=CC(=C3C2=O)O)O)NCCNCCO. Cell line: NCIH23. Synergy scores: CSS=56.7, Synergy_ZIP=3.54, Synergy_Bliss=3.64, Synergy_Loewe=-44.7, Synergy_HSA=4.22. (3) Drug 1: CC1C(C(CC(O1)OC2CC(CC3=C2C(=C4C(=C3O)C(=O)C5=C(C4=O)C(=CC=C5)OC)O)(C(=O)CO)O)N)O.Cl. Drug 2: C1=NC2=C(N1)C(=S)N=CN2. Cell line: PC-3. Synergy scores: CSS=41.3, Synergy_ZIP=-5.48, Synergy_Bliss=1.56, Synergy_Loewe=3.30, Synergy_HSA=5.35. (4) Drug 1: C1=CC(=C2C(=C1NCCNCCO)C(=O)C3=C(C=CC(=C3C2=O)O)O)NCCNCCO. Drug 2: CC1C(C(=O)NC(C(=O)N2CCCC2C(=O)N(CC(=O)N(C(C(=O)O1)C(C)C)C)C)C(C)C)NC(=O)C3=C4C(=C(C=C3)C)OC5=C(C(=O)C(=C(C5=N4)C(=O)NC6C(OC(=O)C(N(C(=O)CN(C(=O)C7CCCN7C(=O)C(NC6=O)C(C)C)C)C)C(C)C)C)N)C. Cell line: SNB-75. Synergy scores: CSS=57.3, Synergy_ZIP=0.0747, Synergy_Bliss=2.57, Synergy_Loewe=2.73, Synergy_HSA=3.06. (5) Drug 1: C1=NC2=C(N=C(N=C2N1C3C(C(C(O3)CO)O)F)Cl)N. Drug 2: CC1=C2C(C(=O)C3(C(CC4C(C3C(C(C2(C)C)(CC1OC(=O)C(C(C5=CC=CC=C5)NC(=O)OC(C)(C)C)O)O)OC(=O)C6=CC=CC=C6)(CO4)OC(=O)C)O)C)O. Cell line: IGROV1. Synergy scores: CSS=9.34, Synergy_ZIP=-2.99, Synergy_Bliss=-1.95, Synergy_Loewe=-5.58, Synergy_HSA=-2.49. (6) Drug 1: COC1=CC(=CC(=C1O)OC)C2C3C(COC3=O)C(C4=CC5=C(C=C24)OCO5)OC6C(C(C7C(O6)COC(O7)C8=CC=CS8)O)O. Drug 2: C1=NC2=C(N1)C(=S)N=CN2. Cell line: SF-268. Synergy scores: CSS=21.6, Synergy_ZIP=-12.8, Synergy_Bliss=-15.0, Synergy_Loewe=-15.7, Synergy_HSA=-11.8. (7) Cell line: UACC62. Drug 2: C1=NC2=C(N=C(N=C2N1C3C(C(C(O3)CO)O)F)Cl)N. Synergy scores: CSS=56.6, Synergy_ZIP=2.23, Synergy_Bliss=1.66, Synergy_Loewe=2.19, Synergy_HSA=5.49. Drug 1: CCCS(=O)(=O)NC1=C(C(=C(C=C1)F)C(=O)C2=CNC3=C2C=C(C=N3)C4=CC=C(C=C4)Cl)F.